Dataset: NCI-60 drug combinations with 297,098 pairs across 59 cell lines. Task: Regression. Given two drug SMILES strings and cell line genomic features, predict the synergy score measuring deviation from expected non-interaction effect. Drug 1: CN(C)N=NC1=C(NC=N1)C(=O)N. Drug 2: CC(C)(C#N)C1=CC(=CC(=C1)CN2C=NC=N2)C(C)(C)C#N. Cell line: CCRF-CEM. Synergy scores: CSS=20.9, Synergy_ZIP=-1.14, Synergy_Bliss=-1.68, Synergy_Loewe=-0.00386, Synergy_HSA=0.223.